From a dataset of Reaction yield outcomes from USPTO patents with 853,638 reactions. Predict the reaction yield, written as a fraction of the theoretical maximum amount of product (1.0 means a 100% yield; for example, 0.34 means a 34% yield). The reactants are COC1C=C(C=CC=1OC)C[NH:7][C:8]1[N:13]2[N:14]=[C:15]([C:17]3[O:18][CH:19]=[CH:20][CH:21]=3)[N:16]=[C:12]2[CH:11]=[C:10]([C:22]2[S:23][CH:24]=[CH:25][CH:26]=2)[N:9]=1.O.C(C1C(=O)C(Cl)=C(Cl)C(=O)C=1C#N)#N.[OH-].[Na+]. The catalyst is ClCCl.C(Cl)(Cl)Cl. The product is [NH2:7][C:8]1[N:13]2[N:14]=[C:15]([C:17]3[O:18][CH:19]=[CH:20][CH:21]=3)[N:16]=[C:12]2[CH:11]=[C:10]([C:22]2[S:23][CH:24]=[CH:25][CH:26]=2)[N:9]=1. The yield is 0.550.